From a dataset of Forward reaction prediction with 1.9M reactions from USPTO patents (1976-2016). Predict the product of the given reaction. Given the reactants [CH2:1]([C@@H:5]1[N:10]([CH2:11][C:12]2[CH:16]=[C:15]([C:17]3[CH:22]=[CH:21][CH:20]=[CH:19][CH:18]=3)[O:14][N:13]=2)[CH2:9][C@H:8]([CH2:23][CH:24]([CH3:26])[CH3:25])[NH:7][C:6]1=[O:27])[CH:2]([CH3:4])[CH3:3].C([C@@H]1NC[C@H](CC(C)C)NC1=O)C(C)C.[Br:43]C1C=CC(C2ON=C(C=O)C=2)=CC=1, predict the reaction product. The product is: [Br:43][C:20]1[CH:19]=[CH:18][C:17]([C:15]2[O:14][N:13]=[C:12]([CH2:11][N:10]3[CH2:9][C@H:8]([CH2:23][CH:24]([CH3:26])[CH3:25])[NH:7][C:6](=[O:27])[C@@H:5]3[CH2:1][CH:2]([CH3:4])[CH3:3])[CH:16]=2)=[CH:22][CH:21]=1.